Dataset: Catalyst prediction with 721,799 reactions and 888 catalyst types from USPTO. Task: Predict which catalyst facilitates the given reaction. Reactant: C(O[C:4]([C:6]1[C:10]([N+]([O-])=O)=CNN=1)=O)C.CC(C)=O.[BH3-]C#N.[Na+].CC(O)=O.[N+:26]([C:29]1[C:30]([C:40]([NH:42][NH2:43])=[O:41])=[N:31][N:32]([CH:34]2[CH2:39][CH2:38][CH2:37][CH2:36][O:35]2)[CH:33]=1)([O-:28])=[O:27]. Product: [CH:6]([NH:43][NH:42][C:40]([C:30]1[C:29]([N+:26]([O-:28])=[O:27])=[CH:33][N:32]([CH:34]2[CH2:39][CH2:38][CH2:37][CH2:36][O:35]2)[N:31]=1)=[O:41])([CH3:10])[CH3:4]. The catalyst class is: 5.